This data is from Full USPTO retrosynthesis dataset with 1.9M reactions from patents (1976-2016). The task is: Predict the reactants needed to synthesize the given product. (1) Given the product [Cl:8][C:7]1[C:2]([N:1]([CH3:9])[C:33]([C:20]2[S:19][C:23]3[C:24]4[CH:32]=[CH:31][CH:30]=[CH:29][C:25]=4[O:26][CH2:27][CH2:28][C:22]=3[CH:21]=2)=[O:34])=[N:3][CH:4]=[CH:5][CH:6]=1, predict the reactants needed to synthesize it. The reactants are: [NH2:1][C:2]1[C:7]([Cl:8])=[CH:6][CH:5]=[CH:4][N:3]=1.[CH3:9][Si](C)(C)N[Si](C)(C)C.[Na].[S:19]1[C:23]2[C:24]3[CH:32]=[CH:31][CH:30]=[CH:29][C:25]=3[O:26][CH2:27][CH2:28][C:22]=2[CH:21]=[C:20]1[C:33](Cl)=[O:34]. (2) Given the product [C:24]([NH:27][CH2:28][CH2:29][NH:30][C:19](=[O:21])[C:18]1[CH:22]=[CH:23][C:15]([O:14][CH2:13][C:3]2[C:4]([C:7]3[CH:8]=[CH:9][CH:10]=[CH:11][CH:12]=3)=[N:5][O:6][C:2]=2[CH3:1])=[N:16][CH:17]=1)(=[O:26])[CH3:25], predict the reactants needed to synthesize it. The reactants are: [CH3:1][C:2]1[O:6][N:5]=[C:4]([C:7]2[CH:12]=[CH:11][CH:10]=[CH:9][CH:8]=2)[C:3]=1[CH2:13][O:14][C:15]1[CH:23]=[CH:22][C:18]([C:19]([OH:21])=O)=[CH:17][N:16]=1.[C:24]([NH:27][CH2:28][CH2:29][NH2:30])(=[O:26])[CH3:25]. (3) Given the product [OH:13][C:6]1[CH:5]=[C:4]([CH3:3])[CH:12]=[CH:11][C:7]=1[C:8]([O:10][CH3:14])=[O:9], predict the reactants needed to synthesize it. The reactants are: IC.[CH3:3][C:4]1[CH:5]=[C:6]([OH:13])[C:7](=[CH:11][CH:12]=1)[C:8]([OH:10])=[O:9].[C:14](=O)([O-])[O-].[Li+].[Li+]. (4) Given the product [Br:1][C:2]1[CH:3]=[CH:4][CH:5]=[C:6]2[C:11]=1[N:10]=[C:9]([OH:12])[C:8]([N+:14]([O-:16])=[O:15])=[C:7]2[OH:13], predict the reactants needed to synthesize it. The reactants are: [Br:1][C:2]1[CH:3]=[CH:4][CH:5]=[C:6]2[C:11]=1[N:10]=[C:9]([OH:12])[CH:8]=[C:7]2[OH:13].[N+:14]([O-])([OH:16])=[O:15]. (5) Given the product [Br:21][C:18]1[CH:19]=[CH:20][C:15]([C:13]2[N:6]=[C:5]([C:4]3[CH:8]=[CH:9][CH:10]=[C:2]([Cl:1])[CH:3]=3)[NH:7][CH:12]=2)=[CH:16][N:17]=1, predict the reactants needed to synthesize it. The reactants are: [Cl:1][C:2]1[CH:3]=[C:4]([CH:8]=[CH:9][CH:10]=1)[C:5]([NH2:7])=[NH:6].Br[CH2:12][C:13]([C:15]1[CH:16]=[N:17][C:18]([Br:21])=[CH:19][CH:20]=1)=O. (6) The reactants are: [Br:1][C:2]1[C:10]2[C:9](Cl)=[N:8][CH:7]=[N:6][C:5]=2[NH:4][C:3]=1[C:12]([O:14][CH2:15][CH3:16])=[O:13].[NH:17]1[C:21]2=[N:22][CH:23]=[C:24]([NH2:26])[CH:25]=[C:20]2[CH:19]=[N:18]1. Given the product [Br:1][C:2]1[C:10]2[C:9]([NH:26][C:24]3[CH:25]=[C:20]4[CH:19]=[N:18][NH:17][C:21]4=[N:22][CH:23]=3)=[N:8][CH:7]=[N:6][C:5]=2[NH:4][C:3]=1[C:12]([O:14][CH2:15][CH3:16])=[O:13], predict the reactants needed to synthesize it. (7) Given the product [F:12][C:4]1[C:5]([O:10][CH3:11])=[CH:6][C:7]([O:8][CH3:9])=[C:2]([F:1])[C:3]=1[N:13]1[CH2:18][C:17]2[CH:19]=[N:20][C:21]3[NH:25][C:24]([CH2:26][CH:27]4[CH2:32][CH2:31][N:30]([CH2:35][CH3:36])[CH2:29][CH2:28]4)=[CH:23][C:22]=3[C:16]=2[N:15]([CH3:33])[C:14]1=[O:34], predict the reactants needed to synthesize it. The reactants are: [F:1][C:2]1[C:7]([O:8][CH3:9])=[CH:6][C:5]([O:10][CH3:11])=[C:4]([F:12])[C:3]=1[N:13]1[CH2:18][C:17]2[CH:19]=[N:20][C:21]3[NH:25][C:24]([CH2:26][CH:27]4[CH2:32][CH2:31][NH:30][CH2:29][CH2:28]4)=[CH:23][C:22]=3[C:16]=2[N:15]([CH3:33])[C:14]1=[O:34].[CH:35](=O)[CH3:36].C([BH3-])#N.[Na+]. (8) Given the product [F:31][C:9]1[CH:8]=[C:7]([CH:12]=[CH:11][C:10]=1[C:13]1[S:14][C:15]2[CH:21]=[C:20]([C:22]3([C:25]4[CH:26]=[CH:27][CH:28]=[CH:29][CH:30]=4)[CH2:23][CH2:24]3)[CH:19]=[CH:18][C:16]=2[N:17]=1)[CH:2]=[O:1], predict the reactants needed to synthesize it. The reactants are: [O:1]1CCCO[CH:2]1[C:7]1[CH:12]=[CH:11][C:10]([C:13]2[S:14][C:15]3[CH:21]=[C:20]([C:22]4([C:25]5[CH:30]=[CH:29][CH:28]=[CH:27][CH:26]=5)[CH2:24][CH2:23]4)[CH:19]=[CH:18][C:16]=3[N:17]=2)=[C:9]([F:31])[CH:8]=1.Cl. (9) Given the product [CH:27]1([C:6]2[CH:5]=[C:4]([C:1](=[O:3])[CH3:2])[CH:25]=[CH:24][C:7]=2[O:8][CH2:9][C:10]2[C:15]([CH3:16])=[CH:14][CH:13]=[CH:12][C:11]=2[N:17]2[C:21](=[O:22])[N:20]([CH3:23])[N:19]=[N:18]2)[CH2:29][CH2:28]1, predict the reactants needed to synthesize it. The reactants are: [C:1]([C:4]1[CH:25]=[CH:24][C:7]([O:8][CH2:9][C:10]2[C:15]([CH3:16])=[CH:14][CH:13]=[CH:12][C:11]=2[N:17]2[C:21](=[O:22])[N:20]([CH3:23])[N:19]=[N:18]2)=[C:6](Br)[CH:5]=1)(=[O:3])[CH3:2].[CH:27]1(B(O)O)[CH2:29][CH2:28]1.[F-].[Cs+]. (10) The reactants are: [NH2:1][C:2]1[N:6]([C@@H:7]2[CH2:12][CH2:11][CH2:10][NH:9][CH2:8]2)[N:5]=[C:4]([C:13]2[CH:18]=[CH:17][C:16]([O:19][C:20]3[CH:25]=[CH:24][C:23]([F:26])=[CH:22][C:21]=3[F:27])=[CH:15][CH:14]=2)[C:3]=1[C:28]([NH2:30])=[O:29].F[P-](F)(F)(F)(F)F.N1(OC(N(C)C)=[N+](C)C)C2C=CC=CC=2N=N1.[OH:55][CH2:56]/[CH:57]=[CH:58]/[C:59](O)=[O:60].C(N(CC)C(C)C)(C)C. Given the product [NH2:1][C:2]1[N:6]([C@@H:7]2[CH2:12][CH2:11][CH2:10][N:9]([C:56](=[O:55])/[CH:57]=[CH:58]/[CH2:59][OH:60])[CH2:8]2)[N:5]=[C:4]([C:13]2[CH:18]=[CH:17][C:16]([O:19][C:20]3[CH:25]=[CH:24][C:23]([F:26])=[CH:22][C:21]=3[F:27])=[CH:15][CH:14]=2)[C:3]=1[C:28]([NH2:30])=[O:29], predict the reactants needed to synthesize it.